This data is from Catalyst prediction with 721,799 reactions and 888 catalyst types from USPTO. The task is: Predict which catalyst facilitates the given reaction. (1) Reactant: [CH3:1][N:2]1[CH2:7][CH2:6][CH:5]([CH2:8][CH2:9][CH2:10]O)[CH2:4][CH2:3]1.[C:12]([NH:19][C:20]([NH:29][C:30]([O:32][C:33]([CH3:36])([CH3:35])[CH3:34])=[O:31])=[N:21][C:22]([O:24][C:25]([CH3:28])([CH3:27])[CH3:26])=[O:23])([O:14][C:15]([CH3:18])([CH3:17])[CH3:16])=[O:13].CCOC(/N=N/C(OCC)=O)=O. Product: [CH3:1][N:2]1[CH2:3][CH2:4][CH:5]([CH2:8][CH2:9][CH2:10][N:21]([C:22]([O:24][C:25]([CH3:28])([CH3:27])[CH3:26])=[O:23])[C:20]([NH:29][C:30]([O:32][C:33]([CH3:35])([CH3:34])[CH3:36])=[O:31])=[N:19][C:12]([O:14][C:15]([CH3:18])([CH3:17])[CH3:16])=[O:13])[CH2:6][CH2:7]1. The catalyst class is: 1. (2) Reactant: Br[C:2]1[CH:24]=[CH:23][C:5]([CH2:6][CH:7]2[CH2:11][CH2:10][N:9]([CH:12]3[CH2:21][CH2:20][C:15]4([O:19]CCO4)[CH2:14][CH2:13]3)[C:8]2=[O:22])=[C:4]([Cl:25])[CH:3]=1.C([Li])CCC.[C:31](=[O:33])=O.Cl.[CH2:35]([NH2:42])[C:36]1[CH:41]=[CH:40][CH:39]=[CH:38][CH:37]=1. Product: [CH2:35]([NH:42][C:31](=[O:33])[C:2]1[CH:24]=[CH:23][C:5]([CH2:6][CH:7]2[CH2:11][CH2:10][N:9]([CH:12]3[CH2:13][CH2:14][C:15](=[O:19])[CH2:20][CH2:21]3)[C:8]2=[O:22])=[C:4]([Cl:25])[CH:3]=1)[C:36]1[CH:41]=[CH:40][CH:39]=[CH:38][CH:37]=1. The catalyst class is: 7. (3) Reactant: [OH:1][CH:2]([C:6]1[CH:7]=[C:8]([CH:12]=[CH:13][CH:14]=1)[C:9]([OH:11])=O)[CH:3]([CH3:5])[CH3:4].C(N(C(C)C)C(C)C)C.[C:24]([NH2:28])([CH3:27])([CH3:26])[CH3:25]. Product: [C:24]([NH:28][C:9](=[O:11])[C:8]1[CH:12]=[CH:13][CH:14]=[C:6]([CH:2]([OH:1])[CH:3]([CH3:4])[CH3:5])[CH:7]=1)([CH3:27])([CH3:26])[CH3:25]. The catalyst class is: 9. (4) Reactant: Br[C:2]1[CH:3]=[CH:4][CH:5]=[C:6]2[C:11]=1[N:10]=[C:9]([C:12]([F:21])([F:20])[C:13]1[CH:18]=[CH:17][C:16]([F:19])=[CH:15][N:14]=1)[N:8]=[C:7]2[S:22][CH3:23].C1(P(C2C=CC=CC=2)C2C3[O:43][C:42]4C(=CC=CC=4P(C4C=CC=CC=4)C4C=CC=CC=4)C(C)(C)C=3C=CC=2)C=CC=CC=1.[O:66]1[CH2:69][CH:68]([NH2:70])[CH2:67]1.[O-]P([O-])([O-])=O.[K+].[K+].[K+]. Product: [F:20][C:12]([F:21])([C:13]1[CH:18]=[CH:17][C:16]([F:19])=[CH:15][N:14]=1)[C:9]1[N:8]=[C:7]([S:22][CH3:23])[C:6]2[C:11](=[C:2]([C:42]([NH:70][CH:68]3[CH2:69][O:66][CH2:67]3)=[O:43])[CH:3]=[CH:4][CH:5]=2)[N:10]=1. The catalyst class is: 487. (5) Reactant: F[C:2]1[CH:7]=[CH:6][CH:5]=[CH:4][C:3]=1[S:8]([NH2:11])(=[O:10])=[O:9].[NH:12]1[CH2:17][CH2:16][NH:15][CH2:14][CH2:13]1. The catalyst class is: 12. Product: [NH2:11][S:8]([C:3]1[CH:4]=[CH:5][CH:6]=[CH:7][C:2]=1[N:12]1[CH2:17][CH2:16][NH:15][CH2:14][CH2:13]1)(=[O:10])=[O:9]. (6) Reactant: O=[CH:2][CH2:3][C@H:4]([NH:11]C(=O)OC(C)(C)C)[C:5]1[CH:10]=[CH:9][CH:8]=[CH:7][CH:6]=1.[ClH:19].[NH2:20][C:21]1([C:26]([O:28][CH3:29])=[O:27])[CH2:25][CH2:24][CH2:23][CH2:22]1.CCN(C(C)C)C(C)C.C([O-])(O)=O.[Na+]. Product: [ClH:19].[ClH:19].[NH2:11][C@H:4]([C:5]1[CH:6]=[CH:7][CH:8]=[CH:9][CH:10]=1)[CH2:3][CH2:2][NH:20][C:21]1([C:26]([O:28][CH3:29])=[O:27])[CH2:25][CH2:24][CH2:23][CH2:22]1. The catalyst class is: 146.